Dataset: Retrosynthesis with 50K atom-mapped reactions and 10 reaction types from USPTO. Task: Predict the reactants needed to synthesize the given product. (1) Given the product CCCN(c1cc(COCC(C)(Cc2ccccc2)NC(=O)OC(C)(C)C)cc(C(=O)NC(C)c2ccc(F)cc2)n1)S(C)(=O)=O, predict the reactants needed to synthesize it. The reactants are: CC(N)c1ccc(F)cc1.CCCN(c1cc(COCC(C)(Cc2ccccc2)NC(=O)OC(C)(C)C)cc(C(=O)O)n1)S(C)(=O)=O. (2) Given the product COCCCc1cc(CN(C(=O)C2CNCCC2(OC)c2ccn(C)c(=O)c2)C2CC2)cc(OCCOC)c1, predict the reactants needed to synthesize it. The reactants are: COCCCc1cc(CN(C(=O)[C@H]2CN(C(=O)OC(C)(C)C)CC[C@]2(OC)c2ccn(C)c(=O)c2)C2CC2)cc(OCCOC)c1. (3) The reactants are: BrCCCCOc1ccccc1.CCOC(=O)[C@@H]1CCCNC1. Given the product CCOC(=O)[C@@H]1CCCN(CCCCOc2ccccc2)C1, predict the reactants needed to synthesize it.